Predict the reactants needed to synthesize the given product. From a dataset of Full USPTO retrosynthesis dataset with 1.9M reactions from patents (1976-2016). (1) The reactants are: [CH3:1][N:2]([CH3:19])[C:3]1[CH:18]=[CH:17][C:6]([C:7]([NH:9][C:10]2[CH:16]=[CH:15][C:13]([NH2:14])=[CH:12][CH:11]=2)=[O:8])=[CH:5][CH:4]=1.[CH3:20][N:21]([CH3:40])[C:22]1[CH:27]=[CH:26][C:25]([C:28]2[NH:29][C:30]3[CH:36]=[C:35]([C:37]([O-])=[O:38])[CH:34]=[CH:33][C:31]=3[N:32]=2)=[CH:24][CH:23]=1. Given the product [CH3:1][N:2]([CH3:19])[C:3]1[CH:4]=[CH:5][C:6]([C:7]([NH:9][C:10]2[CH:16]=[CH:15][C:13]([NH:14][C:37]([C:35]3[CH:34]=[CH:33][C:31]4[NH:32][C:28]([C:25]5[CH:24]=[CH:23][C:22]([N:21]([CH3:40])[CH3:20])=[CH:27][CH:26]=5)=[N:29][C:30]=4[CH:36]=3)=[O:38])=[CH:12][CH:11]=2)=[O:8])=[CH:17][CH:18]=1, predict the reactants needed to synthesize it. (2) Given the product [Br:9][C:10]1[CH:15]=[CH:14][C:13]([S:16]([Cl:19])(=[O:18])=[O:17])=[C:12]([CH2:20][Br:1])[CH:11]=1, predict the reactants needed to synthesize it. The reactants are: [Br:1]N1C(=O)CCC1=O.[Br:9][C:10]1[CH:15]=[CH:14][C:13]([S:16]([Cl:19])(=[O:18])=[O:17])=[C:12]([CH3:20])[CH:11]=1.N(C(C)(C)C#N)=NC(C)(C)C#N. (3) Given the product [NH2:1][C:2]1[CH:3]=[C:4]2[C:12](=[CH:13][CH:14]=1)[N:11]([CH2:15][C:16]1[CH:21]=[CH:20][CH:19]=[C:18]([Cl:22])[CH:17]=1)[C:10]1[CH:9]=[N:8][C:7]([C:23]([NH:30][OH:28])=[O:24])=[CH:6][C:5]2=1, predict the reactants needed to synthesize it. The reactants are: [NH2:1][C:2]1[CH:3]=[C:4]2[C:12](=[CH:13][CH:14]=1)[N:11]([CH2:15][C:16]1[CH:21]=[CH:20][CH:19]=[C:18]([Cl:22])[CH:17]=1)[C:10]1[CH:9]=[N:8][C:7]([C:23](OCC)=[O:24])=[CH:6][C:5]2=1.[OH-:28].[Na+].[NH2:30]O. (4) Given the product [ClH:54].[C:10]([C:14]1[N:19]=[C:18]([N:20]2[CH2:21][CH2:22][N:23]([CH2:26][CH2:27][CH2:28][CH2:29][NH:30][C:7]([C:2]3[CH:3]=[CH:4][CH:5]=[CH:6][N:1]=3)=[O:9])[CH2:24][CH2:25]2)[CH:17]=[C:16]([CH:31]2[CH2:34][CH2:33][CH2:32]2)[N:15]=1)([CH3:13])([CH3:11])[CH3:12], predict the reactants needed to synthesize it. The reactants are: [N:1]1[CH:6]=[CH:5][CH:4]=[CH:3][C:2]=1[C:7]([OH:9])=O.[C:10]([C:14]1[N:19]=[C:18]([N:20]2[CH2:25][CH2:24][N:23]([CH2:26][CH2:27][CH2:28][CH2:29][NH2:30])[CH2:22][CH2:21]2)[CH:17]=[C:16]([CH:31]2[CH2:34][CH2:33][CH2:32]2)[N:15]=1)([CH3:13])([CH3:12])[CH3:11].C(N(C(C)C)CC)(C)C.OC1C2N=NNC=2C=CC=1.[ClH:54].C(N=C=NCCCN(C)C)C. (5) Given the product [N:8]1([C:6]([O:5][C:1]([CH3:4])([CH3:2])[CH3:3])=[O:7])[CH2:9][CH:10]([C:12]([O:14][CH3:15])=[O:13])[CH2:11]1, predict the reactants needed to synthesize it. The reactants are: [C:1]([O:5][C:6]([N:8]1[CH2:11][CH:10]([C:12]([OH:14])=[O:13])[CH2:9]1)=[O:7])([CH3:4])([CH3:3])[CH3:2].[CH3:15][Si](C=[N+]=[N-])(C)C. (6) Given the product [F:19][C:2]([F:1])([F:18])[C:3]1[CH:4]=[CH:5][C:6]([C:9]2[O:10][CH:11]=[C:12]([C:14]([O:16][CH3:17])=[O:15])[N:13]=2)=[CH:7][CH:8]=1, predict the reactants needed to synthesize it. The reactants are: [F:1][C:2]([F:19])([F:18])[C:3]1[CH:8]=[CH:7][C:6]([C:9]2[O:10][CH2:11][CH:12]([C:14]([O:16][CH3:17])=[O:15])[N:13]=2)=[CH:5][CH:4]=1.ClC1C(=O)C(C#N)=C(C#N)C(=O)C=1Cl. (7) Given the product [CH2:1]([O:8][C:9](=[O:10])[CH:11]([C:12]([Cl:19])=[O:13])[O:15][CH3:16])[C:2]1[CH:7]=[CH:6][CH:5]=[CH:4][CH:3]=1, predict the reactants needed to synthesize it. The reactants are: [CH2:1]([O:8][C:9]([CH:11]([O:15][CH3:16])[C:12](O)=[O:13])=[O:10])[C:2]1[CH:7]=[CH:6][CH:5]=[CH:4][CH:3]=1.S(Cl)([Cl:19])=O. (8) Given the product [CH3:22][O:21][C:15]1[CH:14]=[C:13]([CH2:12][C:11](=[O:10])[CH2:7][C:6]#[N:8])[CH:18]=[CH:17][C:16]=1[O:19][CH3:20], predict the reactants needed to synthesize it. The reactants are: C([Li])CCC.[C:6](#[N:8])[CH3:7].C[O:10][C:11](=O)[CH2:12][C:13]1[CH:18]=[CH:17][C:16]([O:19][CH3:20])=[C:15]([O:21][CH3:22])[CH:14]=1.[Cl-].[NH4+]. (9) Given the product [F:48][C:45]1[CH:44]=[CH:43][C:42]([C:39]2([C:28]3[CH:29]=[C:30]([OH:31])[C:25](=[O:24])[NH:26][N:27]=3)[CH2:41][CH2:40]2)=[CH:47][CH:46]=1, predict the reactants needed to synthesize it. The reactants are: OC1C(=O)NN=C(CCC2C=CC=CC=2)C=1.C([O:24][C:25]1[N:26]=[N:27][C:28]([C:39]2([C:42]3[CH:47]=[CH:46][C:45]([F:48])=[CH:44][CH:43]=3)[CH2:41][CH2:40]2)=[CH:29][C:30]=1[O:31]CC1C=CC=CC=1)C1C=CC=CC=1. (10) The reactants are: CC1(C)[O:6][C@H:5]([CH2:7][N:8]2[CH:12]=[CH:11][C:10]([NH:13][C:14](=[O:37])[C@@H:15]([N:20]3[CH2:24][C:23]([O:25][C:26]4[C:35]5[C:30](=[CH:31][CH:32]=[CH:33][CH:34]=5)[CH:29]=[CH:28][CH:27]=4)=[CH:22][C:21]3=[O:36])[CH2:16][CH:17]([CH3:19])[CH3:18])=[N:9]2)[CH2:4][O:3]1.O.C1(C)C=CC(S(O)(=O)=O)=CC=1. Given the product [OH:6][C@@H:5]([CH2:4][OH:3])[CH2:7][N:8]1[CH:12]=[CH:11][C:10]([NH:13][C:14](=[O:37])[C@@H:15]([N:20]2[CH2:24][C:23]([O:25][C:26]3[C:35]4[C:30](=[CH:31][CH:32]=[CH:33][CH:34]=4)[CH:29]=[CH:28][CH:27]=3)=[CH:22][C:21]2=[O:36])[CH2:16][CH:17]([CH3:19])[CH3:18])=[N:9]1, predict the reactants needed to synthesize it.